Dataset: Full USPTO retrosynthesis dataset with 1.9M reactions from patents (1976-2016). Task: Predict the reactants needed to synthesize the given product. (1) Given the product [O:1]1[CH2:5][CH2:4][O:3][CH:2]1[CH2:6][C:7]1[CH:8]=[C:9]([C:10]2[NH:40][C:39]3[CH:38]=[CH:37][CH:36]=[C:32]([C:33]([NH2:35])=[O:34])[C:31]=3[N:30]=2)[CH:13]=[CH:14][CH:15]=1, predict the reactants needed to synthesize it. The reactants are: [O:1]1[CH2:5][CH2:4][O:3][CH:2]1[CH2:6][C:7]1[CH:8]=[C:9]([CH:13]=[CH:14][CH:15]=1)[C:10](O)=O.C(N1C=CN=C1)(N1C=CN=C1)=O.Cl.Cl.[NH2:30][C:31]1[C:39]([NH2:40])=[CH:38][CH:37]=[CH:36][C:32]=1[C:33]([NH2:35])=[O:34]. (2) Given the product [N:2]1[C:7]2[CH:8]=[CH:9][CH:10]=[CH:11][C:6]=2[N:5]=[C:4]([N:12]2[CH2:13][CH2:14][CH:15]([CH2:18][C:19]([NH:21][C:22]3[CH:31]=[CH:30][CH:29]=[CH:28][C:23]=3[C:24]([O:26][CH3:27])=[O:25])=[O:20])[CH2:16][CH2:17]2)[N:3]=1, predict the reactants needed to synthesize it. The reactants are: [O-][N+:2]1[C:7]2[CH:8]=[CH:9][CH:10]=[CH:11][C:6]=2[N:5]=[C:4]([N:12]2[CH2:17][CH2:16][CH:15]([CH2:18][C:19]([NH:21][C:22]3[CH:31]=[CH:30][CH:29]=[CH:28][C:23]=3[C:24]([O:26][CH3:27])=[O:25])=[O:20])[CH2:14][CH2:13]2)[N:3]=1. (3) Given the product [ClH:30].[NH2:7][CH2:8][C:9]1[CH:18]=[C:17]2[C:12]([C:13](=[O:28])[N:14]([CH:20]3[CH2:25][CH2:24][C:23](=[O:26])[NH:22][C:21]3=[O:27])[C:15]([CH3:19])=[N:16]2)=[CH:11][CH:10]=1, predict the reactants needed to synthesize it. The reactants are: C(OC(=O)[NH:7][CH2:8][C:9]1[CH:18]=[C:17]2[C:12]([C:13](=[O:28])[N:14]([CH:20]3[CH2:25][CH2:24][C:23](=[O:26])[NH:22][C:21]3=[O:27])[C:15]([CH3:19])=[N:16]2)=[CH:11][CH:10]=1)(C)(C)C.[ClH:30].